This data is from Forward reaction prediction with 1.9M reactions from USPTO patents (1976-2016). The task is: Predict the product of the given reaction. (1) The product is: [CH3:12][O:11][C:8]1[CH:7]=[CH:6][C:5]([CH2:4][C:3]([NH:14][C:15]2[CH:20]=[CH:19][C:18]([CH3:21])=[CH:17][CH:16]=2)=[O:13])=[CH:10][CH:9]=1. Given the reactants CO[C:3](=[O:13])[CH2:4][C:5]1[CH:10]=[CH:9][C:8]([O:11][CH3:12])=[CH:7][CH:6]=1.[NH2:14][C:15]1[CH:20]=[CH:19][C:18]([CH3:21])=[CH:17][CH:16]=1.[H-].[Na+], predict the reaction product. (2) Given the reactants [N:1]1[C:8]([NH2:9])=[N:7][C:5]([NH2:6])=[N:4][C:2]=1[NH2:3].O.[C:11]([O-:15])(=[O:14])[CH:12]=[O:13].[Na+].[CH3:17][O:18][CH:19]([O:22][CH3:23])[CH:20]=[O:21].[OH-].[Na+], predict the reaction product. The product is: [N:1]1[C:8]([NH2:9])=[N:7][C:5]([NH2:6])=[N:4][C:2]=1[NH2:3].[CH3:17][O:18][CH:19]([O:22][CH3:23])[CH:20]=[O:21].[C:11]([OH:15])(=[O:14])[CH:12]=[O:13]. (3) Given the reactants [NH2:1][CH2:2][CH2:3][CH2:4][N:5]1[CH2:10][CH2:9][CH:8]([C:11]2[CH:12]=[C:13]([NH:17][C:18](=[O:22])[CH:19]([CH3:21])[CH3:20])[CH:14]=[CH:15][CH:16]=2)[CH2:7][CH2:6]1.[F:23][C:24]1[CH:29]=[CH:28][C:27]([CH2:30][C:31](Cl)=[O:32])=[CH:26][CH:25]=1, predict the reaction product. The product is: [F:23][C:24]1[CH:29]=[CH:28][C:27]([CH2:30][C:31]([NH:1][CH2:2][CH2:3][CH2:4][N:5]2[CH2:10][CH2:9][CH:8]([C:11]3[CH:12]=[C:13]([NH:17][C:18](=[O:22])[CH:19]([CH3:20])[CH3:21])[CH:14]=[CH:15][CH:16]=3)[CH2:7][CH2:6]2)=[O:32])=[CH:26][CH:25]=1.